From a dataset of Full USPTO retrosynthesis dataset with 1.9M reactions from patents (1976-2016). Predict the reactants needed to synthesize the given product. (1) Given the product [CH2:19]([N:8]([CH2:1][C:2]1[CH:3]=[CH:4][CH:5]=[CH:6][CH:7]=1)[C@@H:9]([CH2:12][C:13]1[CH:14]=[CH:15][CH:16]=[CH:17][CH:18]=1)[CH:10]=[O:11])[C:20]1[CH:21]=[CH:22][CH:23]=[CH:24][CH:25]=1, predict the reactants needed to synthesize it. The reactants are: [CH2:1]([N:8]([CH2:19][C:20]1[CH:25]=[CH:24][CH:23]=[CH:22][CH:21]=1)[C@@H:9]([CH2:12][C:13]1[CH:18]=[CH:17][CH:16]=[CH:15][CH:14]=1)[CH2:10][OH:11])[C:2]1[CH:7]=[CH:6][CH:5]=[CH:4][CH:3]=1.C(N(CC)CC)C.O. (2) Given the product [CH3:40][S:28]([C:3]1[N:8]=[C:7]([C:9]2[N:13]3[CH2:14][CH2:15][CH2:16][N:12]3[C:11](=[O:17])[C:10]=2[O:18][C:19]2[CH:24]=[CH:23][CH:22]=[CH:21][C:20]=2[CH3:25])[CH:6]=[CH:5][N:4]=1)(=[O:30])=[O:27], predict the reactants needed to synthesize it. The reactants are: CS[C:3]1[N:8]=[C:7]([C:9]2[N:13]3[CH2:14][CH2:15][CH2:16][N:12]3[C:11](=[O:17])[C:10]=2[O:18][C:19]2[CH:24]=[CH:23][CH:22]=[CH:21][C:20]=2[CH3:25])[CH:6]=[CH:5][N:4]=1.O[O:27][S:28]([O-:30])=O.[K+].S([O-])(O[O-])(=O)=O.[K+].[K+].[C:40]([O-])(O)=O.[Na+]. (3) Given the product [OH:17][C@H:18]([CH2:24][CH2:25][CH2:26][C:27]1[CH:28]=[CH:29][C:30]([O:33][CH3:34])=[CH:31][CH:32]=1)[C:19]([O:21][CH2:22][CH3:23])=[O:20], predict the reactants needed to synthesize it. The reactants are: O[C@H](CCCC1C=CC(OC)=CC=1)C(O)=O.[OH:17][CH:18]([CH2:24][CH2:25][CH2:26][C:27]1[CH:32]=[CH:31][C:30]([O:33][CH3:34])=[CH:29][CH:28]=1)[C:19]([O:21][CH2:22][CH3:23])=[O:20]. (4) Given the product [CH2:1]([O:8][C:9]1[C:14]([Br:20])=[CH:13][C:12]([C:15](=[O:17])[CH3:16])=[C:11]([CH3:18])[CH:10]=1)[C:2]1[CH:3]=[CH:4][CH:5]=[CH:6][CH:7]=1, predict the reactants needed to synthesize it. The reactants are: [CH2:1]([O:8][C:9]1[CH:14]=[CH:13][C:12]([C:15](=[O:17])[CH3:16])=[C:11]([CH3:18])[CH:10]=1)[C:2]1[CH:7]=[CH:6][CH:5]=[CH:4][CH:3]=1.[Na+].[Br-:20].S([O-])([O-])=O.[Na+].[Na+].C(OCC)(=O)C. (5) Given the product [CH3:2][O:3][C:4]([C@H:6]1[NH:24][C:23](=[O:25])[C@H:22]([CH:26]([CH3:28])[CH3:27])[NH:21][C:20](=[O:29])[C@@H:19]([NH:30][C:34]([O:36][CH2:37][C:38]2[CH:43]=[CH:42][CH:41]=[CH:40][CH:39]=2)=[O:35])[CH2:18][C:17]2=[CH:31][CH:32]=[C:14]([CH:15]=[CH:16]2)[O:13][CH2:12][CH2:11][CH2:10][CH2:9][S:8][CH2:7]1)=[O:5], predict the reactants needed to synthesize it. The reactants are: Cl.[CH3:2][O:3][C:4]([C@H:6]1[NH:24][C:23](=[O:25])[C@H:22]([CH:26]([CH3:28])[CH3:27])[NH:21][C:20](=[O:29])[C@@H:19]([NH2:30])[CH2:18][C:17]2=[CH:31][CH:32]=[C:14]([CH:15]=[CH:16]2)[O:13][CH2:12][CH2:11][CH2:10][CH2:9][S:8][CH2:7]1)=[O:5].Cl[C:34]([O:36][CH2:37][C:38]1[CH:43]=[CH:42][CH:41]=[CH:40][CH:39]=1)=[O:35].CCN(C(C)C)C(C)C.CCOC(C)=O.C(Cl)Cl. (6) Given the product [Br:26][C:27]1[CH:28]=[C:29]([C:33]([NH:35][CH:36]2[CH2:37][CH2:38][N:39]([C:53]([C:47]3[NH:48][C:49]4[C:45]([CH:46]=3)=[C:44]([C:43]([F:57])([F:42])[F:56])[CH:52]=[CH:51][CH:50]=4)=[O:54])[CH2:40][CH2:41]2)=[O:34])[NH:30][C:31]=1[CH3:32], predict the reactants needed to synthesize it. The reactants are: ClC1C(Cl)=C(C)NC=1C(NC1CCN(C(OC(C)(C)C)=O)CC1)=O.Cl.[Br:26][C:27]1[CH:28]=[C:29]([C:33]([NH:35][CH:36]2[CH2:41][CH2:40][NH:39][CH2:38][CH2:37]2)=[O:34])[NH:30][C:31]=1[CH3:32].[F:42][C:43]([F:57])([F:56])[C:44]1[CH:52]=[CH:51][CH:50]=[C:49]2[C:45]=1[CH:46]=[C:47]([C:53](O)=[O:54])[NH:48]2.